Dataset: NCI-60 drug combinations with 297,098 pairs across 59 cell lines. Task: Regression. Given two drug SMILES strings and cell line genomic features, predict the synergy score measuring deviation from expected non-interaction effect. (1) Drug 2: CCC(=C(C1=CC=CC=C1)C2=CC=C(C=C2)OCCN(C)C)C3=CC=CC=C3.C(C(=O)O)C(CC(=O)O)(C(=O)O)O. Cell line: EKVX. Synergy scores: CSS=-5.48, Synergy_ZIP=5.80, Synergy_Bliss=6.97, Synergy_Loewe=-1.49, Synergy_HSA=-0.659. Drug 1: C1C(C(OC1N2C=NC3=C(N=C(N=C32)Cl)N)CO)O. (2) Drug 1: C1=NC2=C(N=C(N=C2N1C3C(C(C(O3)CO)O)O)F)N. Drug 2: COC1=C2C(=CC3=C1OC=C3)C=CC(=O)O2. Cell line: NCIH23. Synergy scores: CSS=-5.21, Synergy_ZIP=-1.06, Synergy_Bliss=-5.12, Synergy_Loewe=-8.76, Synergy_HSA=-5.06.